From a dataset of Forward reaction prediction with 1.9M reactions from USPTO patents (1976-2016). Predict the product of the given reaction. (1) Given the reactants C([O:5][C:6](=[O:33])[C:7]1[CH:12]=[CH:11][C:10]([CH2:13][N:14]2[CH:23]=[CH:22][C:21]3[C:16](=[CH:17][C:18]([C:24]#[C:25][CH2:26][N:27]4[CH:31]=[CH:30][N:29]=[CH:28]4)=[CH:19][N:20]=3)[C:15]2=[O:32])=[CH:9][CH:8]=1)(C)(C)C.FC(F)(F)C(O)=O, predict the reaction product. The product is: [N:27]1([CH2:26][C:25]#[C:24][C:18]2[CH:17]=[C:16]3[C:21]([CH:22]=[CH:23][N:14]([CH2:13][C:10]4[CH:9]=[CH:8][C:7]([C:6]([OH:33])=[O:5])=[CH:12][CH:11]=4)[C:15]3=[O:32])=[N:20][CH:19]=2)[CH:31]=[CH:30][N:29]=[CH:28]1. (2) Given the reactants [N:1]([CH2:4][C@H:5]1[CH2:10][CH2:9][CH2:8][CH2:7][C@@H:6]1[NH:11]C(=O)OC(C)(C)C)=[N+:2]=[N-:3].Cl, predict the reaction product. The product is: [N:1]([CH2:4][C@H:5]1[CH2:10][CH2:9][CH2:8][CH2:7][C@@H:6]1[NH2:11])=[N+:2]=[N-:3]. (3) Given the reactants [Cl:1][C:2]1[CH:3]=[C:4]([CH:7]=[C:8]([Cl:10])[CH:9]=1)[CH2:5]Br.C([O-])([O-])=O.[K+].[K+].[C:17]([O:21][C:22]([NH:24][NH2:25])=[O:23])([CH3:20])([CH3:19])[CH3:18], predict the reaction product. The product is: [C:17]([O:21][C:22]([N:24]([CH2:5][C:4]1[CH:3]=[C:2]([Cl:1])[CH:9]=[C:8]([Cl:10])[CH:7]=1)[NH2:25])=[O:23])([CH3:20])([CH3:19])[CH3:18]. (4) Given the reactants [CH3:1][O:2][C:3](/[CH:5]=[CH:6]/[C:7]([OH:9])=[O:8])=[O:4].CCN=C=NCCCN(C)C.Cl.O[C@@H:23]([CH3:35])[C:24]([N:26]([CH2:31][CH2:32][O:33][CH3:34])[CH2:27][CH2:28][O:29][CH3:30])=[O:25], predict the reaction product. The product is: [C:7]([O:9][C@H:23]([C:24](=[O:25])[N:26]([CH2:27][CH2:28][O:29][CH3:30])[CH2:31][CH2:32][O:33][CH3:34])[CH3:35])(=[O:8])/[CH:6]=[CH:5]/[C:3]([O:2][CH3:1])=[O:4]. (5) Given the reactants Cl.[NH:2]1[CH2:7][CH2:6][C:5](=[CH:8][C:9]2[CH:10]=[C:11]([CH:23]=[CH:24][CH:25]=2)[O:12][C:13]2[CH:14]=[CH:15][C:16]([C:19]([F:22])([F:21])[F:20])=[N:17][CH:18]=2)[CH2:4][CH2:3]1.[N:26]1[CH:31]=[CH:30][CH:29]=[C:28]([NH:32][C:33](=O)[O:34]C2C=CC=CC=2)[N:27]=1.C(N(CC)CC)C.O, predict the reaction product. The product is: [F:21][C:19]([F:22])([F:20])[C:16]1[N:17]=[CH:18][C:13]([O:12][C:11]2[CH:10]=[C:9]([CH:25]=[CH:24][CH:23]=2)[CH:8]=[C:5]2[CH2:6][CH2:7][N:2]([C:33]([NH:32][C:28]3[N:27]=[N:26][CH:31]=[CH:30][CH:29]=3)=[O:34])[CH2:3][CH2:4]2)=[CH:14][CH:15]=1. (6) Given the reactants [H-].[H-].[H-].[H-].[Li+].[Al+3].[CH:7]1([C:13]2[CH:21]=[CH:20][CH:19]=[CH:18][C:14]=2[C:15](O)=[O:16])[CH2:12][CH2:11][CH2:10][CH2:9][CH2:8]1.[OH-].[K+], predict the reaction product. The product is: [CH:7]1([C:13]2[CH:21]=[CH:20][CH:19]=[CH:18][C:14]=2[CH2:15][OH:16])[CH2:8][CH2:9][CH2:10][CH2:11][CH2:12]1. (7) Given the reactants [NH2:1][CH2:2][C@@H:3]1[CH2:6][C@H:5]([N:7]2[C:11]3[N:12]=[CH:13][N:14]=[C:15]([NH2:16])[C:10]=3[C:9]([C:17]3[CH:22]=[CH:21][CH:20]=[C:19]([O:23][CH2:24][C:25]4[CH:30]=[CH:29][CH:28]=[CH:27][CH:26]=4)[CH:18]=3)=[CH:8]2)[CH2:4]1.[CH3:31][CH:32]([N:34]=[C:35]=[O:36])[CH3:33], predict the reaction product. The product is: [NH2:16][C:15]1[C:10]2[C:9]([C:17]3[CH:22]=[CH:21][CH:20]=[C:19]([O:23][CH2:24][C:25]4[CH:30]=[CH:29][CH:28]=[CH:27][CH:26]=4)[CH:18]=3)=[CH:8][N:7]([C@@H:5]3[CH2:4][C@H:3]([CH2:2][NH:1][C:35]([NH:34][CH:32]([CH3:33])[CH3:31])=[O:36])[CH2:6]3)[C:11]=2[N:12]=[CH:13][N:14]=1. (8) Given the reactants [CH3:1][C:2]1[CH:7]=[C:6]([CH3:8])[CH:5]=[CH:4][C:3]=1B(O)O.C1(C)C=CC=CC=1[C:18]1[S:22][N:21]=[C:20]([C:23]([F:26])([F:25])[F:24])[C:19]=1[CH2:27][O:28][C:29]1[CH:34]=[CH:33][C:32]([CH2:35][CH2:36][C:37]([O:39]CC)=[O:38])=[C:31]([C:42]([F:45])([F:44])[F:43])[CH:30]=1, predict the reaction product. The product is: [CH3:1][C:2]1[CH:7]=[C:6]([CH3:8])[CH:5]=[CH:4][C:3]=1[C:18]1[S:22][N:21]=[C:20]([C:23]([F:24])([F:26])[F:25])[C:19]=1[CH2:27][O:28][C:29]1[CH:34]=[CH:33][C:32]([CH2:35][CH2:36][C:37]([OH:39])=[O:38])=[C:31]([C:42]([F:44])([F:43])[F:45])[CH:30]=1.